This data is from Forward reaction prediction with 1.9M reactions from USPTO patents (1976-2016). The task is: Predict the product of the given reaction. (1) The product is: [C:8]([NH:1][CH2:2][C:3]([OH:5])=[O:4])(=[O:12])[C:9]([CH3:11])=[CH2:10]. Given the reactants [NH2:1][CH2:2][C:3]([OH:5])=[O:4].[OH-].[Na+].[C:8](Cl)(=[O:12])[C:9]([CH3:11])=[CH2:10].Cl, predict the reaction product. (2) Given the reactants [NH2:1][C:2]1[N:7]([C:8]2[CH:13]=[CH:12][C:11]([CH2:14][CH2:15][OH:16])=[CH:10][CH:9]=2)[C:6](=[O:17])[CH:5]=[CH:4][C:3]=1[C:18](=[O:27])[C:19]1[CH:24]=[CH:23][C:22]([F:25])=[CH:21][C:20]=1[F:26].CC(OI1(OC(C)=O)(OC(C)=O)OC(=O)C2C=CC=CC1=2)=O.C([O-])(O)=O.[Na+].[O-]S([O-])(=S)=O.[Na+].[Na+], predict the reaction product. The product is: [NH2:1][C:2]1[N:7]([C:8]2[CH:13]=[CH:12][C:11]([CH2:14][CH:15]=[O:16])=[CH:10][CH:9]=2)[C:6](=[O:17])[CH:5]=[CH:4][C:3]=1[C:18](=[O:27])[C:19]1[CH:24]=[CH:23][C:22]([F:25])=[CH:21][C:20]=1[F:26]. (3) Given the reactants [NH2:1][C:2]1[C:7]([NH2:8])=[CH:6][CH:5]=[CH:4][C:3]=1[OH:9].[C:10](N1C=CN=C1)(=[O:18])[C:11](N1C=CN=C1)=[O:12], predict the reaction product. The product is: [OH:9][C:3]1[CH:4]=[CH:5][CH:6]=[C:7]2[C:2]=1[NH:1][C:10](=[O:18])[C:11](=[O:12])[NH:8]2.